This data is from Peptide-MHC class I binding affinity with 185,985 pairs from IEDB/IMGT. The task is: Regression. Given a peptide amino acid sequence and an MHC pseudo amino acid sequence, predict their binding affinity value. This is MHC class I binding data. (1) The peptide sequence is SIIQEKLGY. The MHC is HLA-B15:17 with pseudo-sequence HLA-B15:17. The binding affinity (normalized) is 0.770. (2) The peptide sequence is RRIYDLIEL. The MHC is HLA-A29:02 with pseudo-sequence HLA-A29:02. The binding affinity (normalized) is 0. (3) The peptide sequence is WPEYNFWRM. The MHC is HLA-B51:01 with pseudo-sequence HLA-B51:01. The binding affinity (normalized) is 0.0847. (4) The peptide sequence is SSKMFNYFK. The MHC is HLA-B18:01 with pseudo-sequence HLA-B18:01. The binding affinity (normalized) is 0.0847. (5) The peptide sequence is TSSARSSEW. The MHC is SLA-10401 with pseudo-sequence SLA-10401. The binding affinity (normalized) is 0.0847. (6) The peptide sequence is LVATVSIHEV. The MHC is HLA-A02:06 with pseudo-sequence HLA-A02:06. The binding affinity (normalized) is 0.606. (7) The peptide sequence is EGSRNQDWL. The MHC is H-2-Db with pseudo-sequence H-2-Db. The binding affinity (normalized) is 0.185.